From a dataset of Acute oral toxicity (LD50) regression data from Zhu et al.. Regression/Classification. Given a drug SMILES string, predict its toxicity properties. Task type varies by dataset: regression for continuous values (e.g., LD50, hERG inhibition percentage) or binary classification for toxic/non-toxic outcomes (e.g., AMES mutagenicity, cardiotoxicity, hepatotoxicity). Dataset: ld50_zhu. (1) The molecule is CCn1nc(C(=O)O)c(=O)c2cc3c(cc21)OCO3. The rat oral LD50 is 1.80, given as -log10 of the dose in mol/kg body weight (higher means more acutely toxic). (2) The rat oral LD50 is 1.21, given as -log10 of the dose in mol/kg body weight (higher means more acutely toxic). The molecule is COCOCCO. (3) The compound is Nc1c2c(nc3ccccc13)CCCC2. The rat oral LD50 is 3.45, given as -log10 of the dose in mol/kg body weight (higher means more acutely toxic). (4) The drug is ClCc1ccc(CCl)c2ccccc12. The rat oral LD50 is 2.05, given as -log10 of the dose in mol/kg body weight (higher means more acutely toxic). (5) The molecule is CCOP(=O)(OCC)OP(=S)(CCl)OCC(C)C. The rat oral LD50 is 3.79, given as -log10 of the dose in mol/kg body weight (higher means more acutely toxic). (6) The compound is Cc1cccc(N=Nc2ccc(N(C)C)cc2)c1. The rat oral LD50 is 2.20, given as -log10 of the dose in mol/kg body weight (higher means more acutely toxic). (7) The molecule is CS(=O)(=O)F. The rat oral LD50 is 4.69, given as -log10 of the dose in mol/kg body weight (higher means more acutely toxic). (8) The drug is CCCCC(C)(C)C(O)C=CC1C(C)CC(=O)C1CC=CCCCC(=O)O. The rat oral LD50 is 4.24, given as -log10 of the dose in mol/kg body weight (higher means more acutely toxic). (9) The compound is CCN(CC)c1ccc(-c2nc(=O)n(C)nc2-c2ccc(N(CC)CC)cc2)cc1. The rat oral LD50 is 2.79, given as -log10 of the dose in mol/kg body weight (higher means more acutely toxic). (10) The molecule is CN(C)CCC=C1c2ccccc2CCc2sccc21. The rat oral LD50 is 2.61, given as -log10 of the dose in mol/kg body weight (higher means more acutely toxic).